This data is from Reaction yield outcomes from USPTO patents with 853,638 reactions. The task is: Predict the reaction yield, written as a fraction of the theoretical maximum amount of product (1.0 means a 100% yield; for example, 0.34 means a 34% yield). (1) The reactants are Br[C:2]1[N:7]=[CH:6][C:5]2[CH:8]=[C:9]([C:18]3[CH:19]=[N:20][N:21]([C:23]([O:25][C:26]([CH3:29])([CH3:28])[CH3:27])=[O:24])[CH:22]=3)[N:10]([C:11]([O:13][C:14]([CH3:17])([CH3:16])[CH3:15])=[O:12])[C:4]=2[CH:3]=1.[F:30][C:31]([F:40])([F:39])[C:32]1[CH:37]=[CH:36][C:35]([NH2:38])=[CH:34][CH:33]=1. No catalyst specified. The product is [C:26]([O:25][C:23]([N:21]1[CH:22]=[C:18]([C:9]2[N:10]([C:11]([O:13][C:14]([CH3:17])([CH3:15])[CH3:16])=[O:12])[C:4]3[CH:3]=[C:2]([NH:38][C:35]4[CH:36]=[CH:37][C:32]([C:31]([F:30])([F:39])[F:40])=[CH:33][CH:34]=4)[N:7]=[CH:6][C:5]=3[CH:8]=2)[CH:19]=[N:20]1)=[O:24])([CH3:29])([CH3:27])[CH3:28]. The yield is 0.630. (2) The reactants are [Cl:1][C:2]1[CH:7]=[C:6]([N+:8]([O-:10])=[O:9])[CH:5]=[C:4]([Cl:11])[C:3]=1[C:12]1[CH:17]=[CH:16][C:15]([OH:18])=[CH:14][CH:13]=1.C(=O)([O-])[O-].[K+].[K+].Br[CH2:26][CH2:27][CH2:28][C:29]#[N:30]. The catalyst is CN(C=O)C.C(OCC)(=O)C. The product is [Cl:1][C:2]1[CH:7]=[C:6]([N+:8]([O-:10])=[O:9])[CH:5]=[C:4]([Cl:11])[C:3]=1[C:12]1[CH:13]=[CH:14][C:15]([O:18][CH2:26][CH2:27][CH2:28][C:29]#[N:30])=[CH:16][CH:17]=1. The yield is 0.690.